From a dataset of Full USPTO retrosynthesis dataset with 1.9M reactions from patents (1976-2016). Predict the reactants needed to synthesize the given product. Given the product [CH3:11][C@H:12]([CH2:15][S:16][C:17]1[CH:22]=[CH:21][CH:20]=[CH:19][C:18]=1[O:23][CH3:24])[CH:13]=[O:14], predict the reactants needed to synthesize it. The reactants are: C(Cl)(=O)C(Cl)=O.CS(C)=O.[CH3:11][C@H:12]([CH2:15][S:16][C:17]1[CH:22]=[CH:21][CH:20]=[CH:19][C:18]=1[O:23][CH3:24])[CH2:13][OH:14].C(N(CC)CC)C.